Dataset: Catalyst prediction with 721,799 reactions and 888 catalyst types from USPTO. Task: Predict which catalyst facilitates the given reaction. Product: [NH2:1][C:2]1[N:3]=[C:4]2[C:5]([N:24]=[C:27]([CH2:28][CH2:29][CH2:30][NH:31][C:32]([O:34][C:35]([CH3:38])([CH3:36])[CH3:37])=[O:33])[NH:26]2)=[C:6]([O:8][CH2:9][C:10]2[CH:11]=[CH:12][C:13]([CH2:16][NH:17][C:18](=[O:23])[C:19]([F:21])([F:20])[F:22])=[CH:14][CH:15]=2)[N:7]=1. Reactant: [NH2:1][C:2]1[N:7]=[C:6]([O:8][CH2:9][C:10]2[CH:15]=[CH:14][C:13]([CH2:16][NH:17][C:18](=[O:23])[C:19]([F:22])([F:21])[F:20])=[CH:12][CH:11]=2)[C:5]([N:24]=O)=[C:4]([NH:26][C:27](=O)[CH2:28][CH2:29][CH2:30][NH:31][C:32]([O:34][C:35]([CH3:38])([CH3:37])[CH3:36])=[O:33])[N:3]=1.C1(P(C2C=CC=CC=2)C2C=CC=CC=2)C=CC=CC=1. The catalyst class is: 673.